Task: Predict the reaction yield, written as a fraction of the theoretical maximum amount of product (1.0 means a 100% yield; for example, 0.34 means a 34% yield).. Dataset: Reaction yield outcomes from USPTO patents with 853,638 reactions (1) The catalyst is CN(C)C=O.C(OCC)(=O)C. The yield is 0.800. The product is [N:21]1[CH:26]=[CH:25][CH:24]=[CH:23][C:22]=1[NH:27][C:12](=[O:14])[CH:11]([N:7]1[C:8]2[C:4](=[CH:3][C:2]([Cl:1])=[CH:10][CH:9]=2)[C:5](=[O:20])[C:6]1=[O:19])[CH2:15][CH:16]([CH3:18])[CH3:17]. The reactants are [Cl:1][C:2]1[CH:3]=[C:4]2[C:8](=[CH:9][CH:10]=1)[N:7]([CH:11]([CH2:15][CH:16]([CH3:18])[CH3:17])[C:12]([OH:14])=O)[C:6](=[O:19])[C:5]2=[O:20].[N:21]1[CH:26]=[CH:25][CH:24]=[CH:23][C:22]=1[NH2:27].C(N(CC)C(C)C)(C)C.F[P-](F)(F)(F)(F)F.N1(O[P+](N(C)C)(N(C)C)N(C)C)C2C=CC=CC=2N=N1. (2) The reactants are [CH2:1]([O:8][C:9]([N:11]1[CH2:14][CH:13]([C:15]2[CH:16]=[C:17]3[S:23][C:22](C(O)=O)=[C:21]([Br:27])[C:18]3=[N:19][CH:20]=2)[CH2:12]1)=[O:10])[C:2]1[CH:7]=[CH:6][CH:5]=[CH:4][CH:3]=1.C1C=CC(OP([O:40][C:41]2C=CC=CC=2)(N=[N+]=[N-])=O)=CC=1.CC[N:49](C(C)C)C(C)C.[C:56]([OH:60])([CH3:59])([CH3:58])[CH3:57]. No catalyst specified. The product is [Br:27][C:21]1[C:18]2=[N:19][CH:20]=[C:15]([CH:13]3[CH2:12][N:11]([C:9]([O:8][CH2:1][C:2]4[CH:3]=[CH:4][CH:5]=[CH:6][CH:7]=4)=[O:10])[CH2:14]3)[CH:16]=[C:17]2[S:23][C:22]=1[NH:49][C:41]([O:60][C:56]([CH3:59])([CH3:58])[CH3:57])=[O:40]. The yield is 0.646. (3) The reactants are [C:1]([C:4]1([C:7]2[CH:38]=[CH:37][CH:36]=[CH:35][C:8]=2[CH2:9][CH2:10][C:11]2[C:16]([CH3:17])=[CH:15][N:14]=[C:13]([NH:18][C:19]3[CH:24]=[CH:23][C:22]([CH:25]([NH:27]C(=O)OC(C)(C)C)[CH3:26])=[CH:21][CH:20]=3)[N:12]=2)[CH2:6][CH2:5]1)(=[O:3])[NH2:2].C(O)(C(F)(F)F)=O. The catalyst is C(Cl)Cl. The product is [NH2:27][CH:25]([C:22]1[CH:23]=[CH:24][C:19]([NH:18][C:13]2[N:12]=[C:11]([CH2:10][CH2:9][C:8]3[CH:35]=[CH:36][CH:37]=[CH:38][C:7]=3[C:4]3([C:1]([NH2:2])=[O:3])[CH2:6][CH2:5]3)[C:16]([CH3:17])=[CH:15][N:14]=2)=[CH:20][CH:21]=1)[CH3:26]. The yield is 0.420. (4) The reactants are [NH2:1][C:2]1[CH:30]=[CH:29][C:5]2[NH:6][C:7]([C:12]3[C:13](=[O:28])[N:14]([CH2:23][CH2:24][CH:25]([CH3:27])[CH3:26])[C:15]4[C:20]([C:21]=3[OH:22])=[CH:19][CH:18]=[CH:17][N:16]=4)=[N:8][S:9](=[O:11])(=[O:10])[C:4]=2[CH:3]=1.[Cl:31][C:32]1[S:33][C:34]([S:38](Cl)(=[O:40])=[O:39])=[CH:35][C:36]=1[Cl:37]. The catalyst is N1C=CC=CC=1.C(OCC)(=O)C. The product is [Cl:37][C:36]1[CH:35]=[C:34]([S:38]([NH:1][C:2]2[CH:30]=[CH:29][C:5]3[NH:6][C:7]([C:12]4[C:13](=[O:28])[N:14]([CH2:23][CH2:24][CH:25]([CH3:27])[CH3:26])[C:15]5[C:20]([C:21]=4[OH:22])=[CH:19][CH:18]=[CH:17][N:16]=5)=[N:8][S:9](=[O:11])(=[O:10])[C:4]=3[CH:3]=2)(=[O:40])=[O:39])[S:33][C:32]=1[Cl:31]. The yield is 0.500. (5) The reactants are Br[C:2]1[CH:8]=[CH:7][C:5]([NH2:6])=[CH:4][C:3]=1[Cl:9].[CH3:10][S:11]([C:14]1[CH:19]=[CH:18][C:17](B(O)O)=[CH:16][CH:15]=1)(=[O:13])=[O:12].C1(C)C=CC=CC=1.C(=O)([O-])[O-].[Na+].[Na+]. The catalyst is C1C=CC([P]([Pd]([P](C2C=CC=CC=2)(C2C=CC=CC=2)C2C=CC=CC=2)([P](C2C=CC=CC=2)(C2C=CC=CC=2)C2C=CC=CC=2)[P](C2C=CC=CC=2)(C2C=CC=CC=2)C2C=CC=CC=2)(C2C=CC=CC=2)C2C=CC=CC=2)=CC=1.C(O)C. The product is [Cl:9][C:3]1[CH:4]=[C:5]([NH2:6])[CH:7]=[CH:8][C:2]=1[C:17]1[CH:18]=[CH:19][C:14]([S:11]([CH3:10])(=[O:13])=[O:12])=[CH:15][CH:16]=1. The yield is 0.780.